Binary Classification. Given a miRNA mature sequence and a target amino acid sequence, predict their likelihood of interaction. From a dataset of Experimentally validated miRNA-target interactions with 360,000+ pairs, plus equal number of negative samples. (1) The miRNA is mmu-miR-487b-3p with sequence AAUCGUACAGGGUCAUCCACUU. The protein sequence of the target gene is MPEAGFQATNAFTECKFTCTSGKCLYLGSLVCNQQNDCGDNSDEENCLLVTEHPPPGIFNSELEFAQILIIVVVVTVMVVVVVCLLNHYKVSTRSFINRPNQSQRQEDGLQPEGSLWPSDSSVQRPGASEIMCAPRGRDRFTTPSFIQRDPFSRFQPTYPYVQHEIDLPPTISLSDGEEPPPYQGPCTLQLRDPEQQMELNRESVRAPPNRTVFDSDLIDISMYNGGPCPPSSHSGISAATCSSNGRMEGPPPTYSEVMGHYPGTSFFHHQHSNTHRGSRPQFQPNNSEGTIVPIKGKDR.... Result: 0 (no interaction). (2) The miRNA is hsa-miR-503-5p with sequence UAGCAGCGGGAACAGUUCUGCAG. The protein sequence of the target gene is MAKRNAEKELTDRNWDQEDEAEEVGTFSMASEEVLKNRAIKKAKRRNVGFESDTGGAFKGFKGLVVPSGGGRFSGFGSGAGGKPLEGLSNGNNITSAPPFASAKAAADPKVAFGSLAANGPTTLVDKVSNPKTNGDSQQPSSSGLASSKACVGNAYHKQLAALNCSVRDWIVKHVNTNPLCDLTPIFKDYEKYLANIEQQHGNSGRNSESESNKVAAETQSPSLFGSTKLQQESTFLFHGNKTEDTPDKKMEVASEKKTDPSSLGATSASFNFGKKVDSSVLGSLSSVPLTGFSFSPGNS.... Result: 1 (interaction). (3) The miRNA is hsa-miR-324-3p with sequence CCCACUGCCCCAGGUGCUGCUGG. The protein sequence of the target gene is MADGNEDLRADDLPGPAFESYESMELACPAERSGHVAVSDGRHMFVWGGYKSNQVRGLYDFYLPREELWIYNMETGRWKKINTEGDVPPSMSGSCAVCVDRVLYLFGGHHSRGNTNKFYMLDSRSTDRVLQWERIDCQGIPPSSKDKLGVWVYKNKLIFFGGYGYLPEDKVLGTFEFDETSFWNSSHPRGWNDHVHILDTETFTWSQPITTGKAPSPRAAHACATVGNRGFVFGGRYRDARMNDLHYLNLDTWEWNELIPQGICPVGRSWHSLTPVSSDHLFLFGGFTTDKQPLSDAWTY.... Result: 1 (interaction). (4) The miRNA is ssc-miR-34c with sequence AGGCAGUGUAGUUAGCUGAUUGC. The protein sequence of the target gene is MRETLEALNSLGFSVGQPEMAPQSEPRDGFSNAQEKMSSRGESTLHSCSGHETPGQKEGIHTEQAEAPCMGSQASTPQKAEPAGSVPGEEWMIRKVKVEDEDQEAEEEVEWPQHLSFLPSPFPTPDLGQLAVTYKLEPGTPGALGGIALSGWAPIPEKPYGCEECERRFRDQLTLRLHQRLHRGEGPCACPDCGRSFTQRAHMLLHQRSHRGERPFPCSECDKRFSKKAHLTRHLRTHTGERPYPCAECGKRFSQKIHLGSHQKTHTGERPFPCTECEKRFRKKTHLIRHQRIHTGERPY.... Result: 0 (no interaction). (5) The miRNA is rno-miR-652-3p with sequence AAUGGCGCCACUAGGGUUGUG. The protein sequence of the target gene is MQKHYTVAWFLYSAPGVDPSPPCRSLGWKRKREWSDESEEEPEKELAPEPEETWVVETLCGLKMKLKQQRVSPILLEHHKDFNSQLAPGVDPSPPHRSFCWKRKMEWWDKSEESEEEPRKVLAPEPEEIWVAEMLCGLKMKLKRRRVSLVLPEHHEAFNRLLEDPVIKRFLAWDKDLRVSDKYLLAMVIAYFSRAGFPSWQYQRLHFFLALYLANDMEEDDEDSKQNIFHFLYGKNRSRIPLLRKRRFQLYRSMNPRARKNRSHIPLVRKRRFQLRRCMNPRARKNRSQIVLFQKRRFHF.... Result: 0 (no interaction).